This data is from Full USPTO retrosynthesis dataset with 1.9M reactions from patents (1976-2016). The task is: Predict the reactants needed to synthesize the given product. Given the product [Cl:6][C:7]1[C:12]([Cl:13])=[CH:11][C:10]([Cl:14])=[CH:9][C:8]=1[C:7]1[CH:12]=[CH:11][CH:10]=[CH:9][C:8]=1[CH2:2][C:3]([NH2:5])=[O:4], predict the reactants needed to synthesize it. The reactants are: Br[CH2:2][C:3]([NH2:5])=[O:4].[Cl:6][C:7]1[C:12]([Cl:13])=[CH:11][C:10]([Cl:14])=[CH:9][C:8]=1B(O)O.C(=O)([O-])[O-].[Na+].[Na+].O.O.O.O.O.O.O.O.[OH-].[Ba+2].[OH-].